Dataset: Peptide-MHC class I binding affinity with 185,985 pairs from IEDB/IMGT. Task: Regression. Given a peptide amino acid sequence and an MHC pseudo amino acid sequence, predict their binding affinity value. This is MHC class I binding data. (1) The peptide sequence is APPHGGIAF. The MHC is HLA-B15:09 with pseudo-sequence HLA-B15:09. The binding affinity (normalized) is 0.0847. (2) The peptide sequence is FLILPQAKK. The MHC is HLA-A02:03 with pseudo-sequence HLA-A02:03. The binding affinity (normalized) is 0.0847.